Task: Predict the reactants needed to synthesize the given product.. Dataset: Full USPTO retrosynthesis dataset with 1.9M reactions from patents (1976-2016) (1) Given the product [Br:1][C:2]1[CH:3]=[C:4]2[C:10]([CH3:11])=[N:9][N:8]([C:17]([O:16][C:13]([CH3:15])([CH3:14])[CH3:12])=[O:18])[C:5]2=[N:6][CH:7]=1, predict the reactants needed to synthesize it. The reactants are: [Br:1][C:2]1[CH:3]=[C:4]2[C:10]([CH3:11])=[N:9][NH:8][C:5]2=[N:6][CH:7]=1.[CH3:12][C:13]([O:16][C:17](O[C:17]([O:16][C:13]([CH3:15])([CH3:14])[CH3:12])=[O:18])=[O:18])([CH3:15])[CH3:14].O1CCCC1. (2) Given the product [Cl:1][C:2]1[CH:3]=[C:4]2[C:9](=[CH:10][C:11]=1[O:12][C:13]1[CH:18]=[CH:17][C:16]([C:19](=[O:35])[NH:20][CH2:21][CH2:22][C:23]3[CH:28]=[CH:27][C:26]([C:29]([F:30])([F:32])[F:31])=[CH:25][C:24]=3[O:33][CH3:34])=[CH:15][CH:14]=1)[O:8][CH2:7][CH2:6][CH:5]2[C:36]([OH:38])=[O:37], predict the reactants needed to synthesize it. The reactants are: [Cl:1][C:2]1[CH:3]=[C:4]2[C:9](=[CH:10][C:11]=1[O:12][C:13]1[CH:18]=[CH:17][C:16]([C:19](=[O:35])[NH:20][CH2:21][CH2:22][C:23]3[CH:28]=[CH:27][C:26]([C:29]([F:32])([F:31])[F:30])=[CH:25][C:24]=3[O:33][CH3:34])=[CH:15][CH:14]=1)[O:8][CH2:7][CH2:6][CH:5]2[C:36]([O:38]CC)=[O:37].[OH-].[Na+].C(O)C. (3) Given the product [C:15]([NH:1][C:2]1[CH:7]=[CH:6][N:5]([CH2:8][C@@H:9]([C@H:10]([OH:12])[CH3:11])[CH2:25][OH:26])[C:4](=[O:14])[N:3]=1)(=[O:17])[CH3:16], predict the reactants needed to synthesize it. The reactants are: [NH2:1][C:2]1[CH:7]=[CH:6][N:5]([CH:8](O)[CH2:9][CH:10]([OH:12])[CH3:11])[C:4](=[O:14])[N:3]=1.[C:15](OC(=O)C)(=[O:17])[CH3:16].CN([CH:25]=[O:26])C. (4) Given the product [CH:30]1([C:27]2[N:26]=[C:25]([CH:23]([OH:24])[C@@H:22]([NH:21][C:5]([C@@H:4]([NH:8][C:9]([N:11]3[CH2:17][CH2:16][CH2:15][O:14][CH2:13][CH2:12]3)=[O:10])[CH2:3][C:2]([F:1])([F:19])[CH3:18])=[O:7])[CH2:33][CH3:34])[O:29][N:28]=2)[CH2:31][CH2:32]1, predict the reactants needed to synthesize it. The reactants are: [F:1][C:2]([F:19])([CH3:18])[CH2:3][C@H:4]([NH:8][C:9]([N:11]1[CH2:17][CH2:16][CH2:15][O:14][CH2:13][CH2:12]1)=[O:10])[C:5]([OH:7])=O.Cl.[NH2:21][CH:22]([CH2:33][CH3:34])[C@@H:23]([C:25]1[O:29][N:28]=[C:27]([CH:30]2[CH2:32][CH2:31]2)[N:26]=1)[OH:24].C(N(C(C)C)CC)(C)C.Cl.CN(C)CCCN=C=NCC.O.ON1C2C=CC=CC=2N=N1. (5) Given the product [Br:2][CH2:3][CH2:4][NH:5][C:6]([C:7]1[CH:8]=[C:9]([CH2:13][CH2:14][CH:15]2[CH2:20][CH2:19][N:18]([C:30]([O:32][C:33]3[CH:34]=[N:35][CH:36]=[C:37]([CH:42]=3)[C:38]([O:40][CH3:41])=[O:39])=[O:29])[CH2:17][CH2:16]2)[CH:10]=[CH:11][CH:12]=1)=[O:21], predict the reactants needed to synthesize it. The reactants are: Cl.[Br:2][CH2:3][CH2:4][NH:5][C:6](=[O:21])[C:7]1[CH:12]=[CH:11][CH:10]=[C:9]([CH2:13][CH2:14][CH:15]2[CH2:20][CH2:19][NH:18][CH2:17][CH2:16]2)[CH:8]=1.[N+](C1C=CC([O:29][C:30]([O:32][C:33]2[CH:34]=[N:35][CH:36]=[C:37]([CH:42]=2)[C:38]([O:40][CH3:41])=[O:39])=O)=CC=1)([O-])=O. (6) Given the product [NH2:24][C:17]1[N:18]=[C:19]([S:21][CH2:23][CH:27]([CH3:26])[C:28]([OH:30])=[O:29])[CH:20]=[C:15]([C:3]2[C:2]([Cl:1])=[CH:14][C:6]3[CH2:7][O:8][CH2:9][C:10]4[C:5]=3[C:4]=2[CH:13]=[CH:12][CH:11]=4)[N:16]=1, predict the reactants needed to synthesize it. The reactants are: [Cl:1][C:2]1[C:3]([C:15]2[CH:20]=[C:19]([S:21]([CH3:23])=O)[N:18]=[C:17]([NH2:24])[N:16]=2)=[C:4]2[CH:13]=[CH:12][CH:11]=[C:10]3[C:5]2=[C:6]([CH:14]=1)[CH2:7][O:8][CH2:9]3.S[CH2:26][CH:27](C)[C:28]([OH:30])=[O:29].